The task is: Predict the reaction yield, written as a fraction of the theoretical maximum amount of product (1.0 means a 100% yield; for example, 0.34 means a 34% yield).. This data is from Reaction yield outcomes from USPTO patents with 853,638 reactions. (1) The reactants are N.P(OCC)(OCC)(O[C:5]1[CH:10]=[CH:9][C:8]([CH3:11])=[CH:7][C:6]=1[C:12]([CH3:15])([CH3:14])[CH3:13])=O.[Li]. The catalyst is CCOCC. The product is [C:12]([C:6]1[CH:5]=[CH:10][CH:9]=[C:8]([CH3:11])[CH:7]=1)([CH3:15])([CH3:14])[CH3:13]. The yield is 0.910. (2) The reactants are Br[C:2]1[CH:7]=[C:6]([CH:8]([CH3:10])[CH3:9])[CH:5]=[C:4]([Br:11])[CH:3]=1.C1[CH2:16][O:15]CC1.[Li]C(C)(C)C.S(Cl)([Cl:24])=O. The catalyst is C1C=CC=CC=1. The product is [Br:11][C:4]1[CH:3]=[C:2]([CH:7]=[C:6]([CH:8]([CH3:10])[CH3:9])[CH:5]=1)[C:16]([Cl:24])=[O:15]. The yield is 0.680.